Dataset: Aqueous solubility values for 9,982 compounds from the AqSolDB database. Task: Regression/Classification. Given a drug SMILES string, predict its absorption, distribution, metabolism, or excretion properties. Task type varies by dataset: regression for continuous measurements (e.g., permeability, clearance, half-life) or binary classification for categorical outcomes (e.g., BBB penetration, CYP inhibition). For this dataset (solubility_aqsoldb), we predict Y. (1) The compound is C=C(C)C=O. The Y is -0.0675 log mol/L. (2) The molecule is FC(F)(F)F. The Y is -3.67 log mol/L.